Dataset: hERG potassium channel inhibition data for cardiac toxicity prediction from Karim et al.. Task: Regression/Classification. Given a drug SMILES string, predict its toxicity properties. Task type varies by dataset: regression for continuous values (e.g., LD50, hERG inhibition percentage) or binary classification for toxic/non-toxic outcomes (e.g., AMES mutagenicity, cardiotoxicity, hepatotoxicity). Dataset: herg_karim. The compound is CC(=O)N1CCN(c2cccc(-c3cc(-c4ccnn4CC(F)(F)F)c4c(N)ncnn34)c2)C(=O)C1(C)C. The result is 0 (non-blocker).